The task is: Predict the reactants needed to synthesize the given product.. This data is from Full USPTO retrosynthesis dataset with 1.9M reactions from patents (1976-2016). Given the product [C:12]([NH:15][NH:16][C:4](=[O:5])[C:3]1[CH:7]=[CH:8][C:9]([I:11])=[CH:10][C:2]=1[OH:1])(=[O:14])[CH3:13], predict the reactants needed to synthesize it. The reactants are: [OH:1][C:2]1[CH:10]=[C:9]([I:11])[CH:8]=[CH:7][C:3]=1[C:4](Cl)=[O:5].[C:12]([NH:15][NH2:16])(=[O:14])[CH3:13].C(N(CC)CC)C.CCOC(C)=O.